This data is from Catalyst prediction with 721,799 reactions and 888 catalyst types from USPTO. The task is: Predict which catalyst facilitates the given reaction. (1) Reactant: [Li].[C:2]([C:6]1[CH:14]=[CH:13][C:9]([C:10]([OH:12])=[O:11])=[C:8]([CH3:15])[CH:7]=1)([CH3:5])([CH3:4])[CH3:3].[C:16](=O)([O:19]C)[O:17]C. Product: [C:2]([C:6]1[CH:14]=[CH:13][C:9]([C:10]([OH:12])=[O:11])=[C:8]([CH2:15][C:16]([OH:19])=[O:17])[CH:7]=1)([CH3:5])([CH3:4])[CH3:3]. The catalyst class is: 7. (2) Reactant: C(OC([N:11]1[CH2:16][CH2:15][CH2:14][C:13]([NH:23][C:24](=[O:41])[C:25]2[C:30]([C:31]([F:34])([F:33])[F:32])=[CH:29][C:28]([C:35]([F:38])([F:37])[F:36])=[CH:27][C:26]=2[O:39][CH3:40])([C:17]2[CH:22]=[CH:21][CH:20]=[CH:19][CH:18]=2)[CH2:12]1)=O)C1C=CC=CC=1. Product: [CH3:40][O:39][C:26]1[CH:27]=[C:28]([C:35]([F:36])([F:37])[F:38])[CH:29]=[C:30]([C:31]([F:34])([F:32])[F:33])[C:25]=1[C:24]([NH:23][C:13]1([C:17]2[CH:18]=[CH:19][CH:20]=[CH:21][CH:22]=2)[CH2:14][CH2:15][CH2:16][NH:11][CH2:12]1)=[O:41]. The catalyst class is: 19.